Task: Predict the reactants needed to synthesize the given product.. Dataset: Full USPTO retrosynthesis dataset with 1.9M reactions from patents (1976-2016) (1) Given the product [C:2]1([CH2:1][CH2:15][C:14]#[N:16])[CH:7]=[CH:6][CH:5]=[CH:4][CH:3]=1, predict the reactants needed to synthesize it. The reactants are: [C:1](OC)(=O)[C:2]1[CH:7]=[CH:6][CH:5]=[CH:4][CH:3]=1.C[O-].[Na+].[C:14](#[N:16])[CH3:15]. (2) Given the product [C:1]([C:5]1[N:10]=[CH:9][C:8]([C:11]2[N:12]([C:32]([N:34]3[CH2:39][CH2:38][CH:37]([C:40]([N:46]4[CH2:51][CH2:50][NH:49][CH2:48][CH2:47]4)=[O:42])[CH2:36][CH2:35]3)=[O:33])[C@@:13]([C:25]3[CH:30]=[CH:29][C:28]([Cl:31])=[CH:27][CH:26]=3)([CH3:24])[C@@:14]([C:17]3[CH:22]=[CH:21][C:20]([Cl:23])=[CH:19][CH:18]=3)([CH3:16])[N:15]=2)=[C:7]([O:43][CH2:44][CH3:45])[CH:6]=1)([CH3:2])([CH3:4])[CH3:3], predict the reactants needed to synthesize it. The reactants are: [C:1]([C:5]1[N:10]=[CH:9][C:8]([C:11]2[N:12]([C:32]([N:34]3[CH2:39][CH2:38][CH:37]([C:40]([OH:42])=O)[CH2:36][CH2:35]3)=[O:33])[C@@:13]([C:25]3[CH:30]=[CH:29][C:28]([Cl:31])=[CH:27][CH:26]=3)([CH3:24])[C@@:14]([C:17]3[CH:22]=[CH:21][C:20]([Cl:23])=[CH:19][CH:18]=3)([CH3:16])[N:15]=2)=[C:7]([O:43][CH2:44][CH3:45])[CH:6]=1)([CH3:4])([CH3:3])[CH3:2].[NH:46]1[CH2:51][CH2:50][NH:49][CH2:48][CH2:47]1. (3) Given the product [Cl:29][C:24]1[CH:23]=[C:22]([NH:21][C:11]2[C:10]3[C:15](=[CH:16][C:17]([O:18][CH2:19][CH3:20])=[C:8]([NH:7][C:5](=[O:6])/[CH:4]=[CH:3]/[CH2:2][N:46]4[CH2:45][C@@H:44]5[O:39][CH2:40][CH2:41][O:42][C@H:43]5[CH2:47]4)[CH:9]=3)[N:14]=[CH:13][N:12]=2)[CH:27]=[CH:26][C:25]=1[F:28], predict the reactants needed to synthesize it. The reactants are: Br[CH2:2]/[CH:3]=[CH:4]/[C:5]([NH:7][C:8]1[CH:9]=[C:10]2[C:15](=[CH:16][C:17]=1[O:18][CH2:19][CH3:20])[N:14]=[CH:13][N:12]=[C:11]2[NH:21][C:22]1[CH:27]=[CH:26][C:25]([F:28])=[C:24]([Cl:29])[CH:23]=1)=[O:6].C(N(C(C)C)CC)(C)C.[O:39]1[C@H:44]2[CH2:45][NH:46][CH2:47][C@@H:43]2[O:42][CH2:41][CH2:40]1.O. (4) The reactants are: [NH:1]1[C:9]2[C:4](=[CH:5][CH:6]=[CH:7][C:8]=2[C:10]([C:16]2[CH:21]=[CH:20][CH:19]=[CH:18][CH:17]=2)=[CH:11][C:12]([NH:14][CH3:15])=[O:13])[CH:3]=[CH:2]1. Given the product [NH:1]1[C:9]2[C:4](=[CH:5][CH:6]=[CH:7][C:8]=2[CH:10]([C:16]2[CH:21]=[CH:20][CH:19]=[CH:18][CH:17]=2)[CH2:11][C:12]([NH:14][CH3:15])=[O:13])[CH:3]=[CH:2]1, predict the reactants needed to synthesize it. (5) Given the product [F:1][C:2]1[CH:7]=[C:6]([F:8])[CH:5]=[CH:4][C:3]=1[C:13]1[CH:18]=[CH:17][C:16]([OH:19])=[CH:15][CH:14]=1, predict the reactants needed to synthesize it. The reactants are: [F:1][C:2]1[CH:7]=[C:6]([F:8])[CH:5]=[CH:4][C:3]=1B(O)O.I[C:13]1[CH:18]=[CH:17][C:16]([OH:19])=[CH:15][CH:14]=1.C(=O)([O-])[O-].[K+].[K+].